From a dataset of Reaction yield outcomes from USPTO patents with 853,638 reactions. Predict the reaction yield, written as a fraction of the theoretical maximum amount of product (1.0 means a 100% yield; for example, 0.34 means a 34% yield). (1) The reactants are F[C:2]1[N:7]=[C:6]([C:8]2[C:16]3[C:11](=[CH:12][N:13]=[C:14]([C:17]4[CH:18]=[N:19][N:20]([CH2:22][CH3:23])[CH:21]=4)[CH:15]=3)[N:10](C3CCCCO3)[N:9]=2)[CH:5]=[CH:4][CH:3]=1.[NH:30]1[CH2:35][CH2:34][CH2:33][C@@H:32]([NH:36]C(=O)OC(C)(C)C)[CH2:31]1. No catalyst specified. The product is [CH2:22]([N:20]1[CH:21]=[C:17]([C:14]2[CH:15]=[C:16]3[C:8]([C:6]4[N:7]=[C:2]([N:30]5[CH2:35][CH2:34][CH2:33][C@@H:32]([NH2:36])[CH2:31]5)[CH:3]=[CH:4][CH:5]=4)=[N:9][NH:10][C:11]3=[CH:12][N:13]=2)[CH:18]=[N:19]1)[CH3:23]. The yield is 0.416. (2) The reactants are C(N[CH:5]([CH3:7])[CH3:6])(C)C.C(=O)=O.[CH3:11][C:12](C)=O.C([Li])CCC.[Li+].CC([N-]C(C)C)C.[OH:28][C@@H:29]([CH3:35])[CH2:30][C:31]([O:33][CH3:34])=[O:32].BrCC=C(C)C.COCCOC. The catalyst is C1COCC1. The product is [OH:28][C@H:29]([C@H:30]([CH2:11][CH:12]=[C:5]([CH3:6])[CH3:7])[C:31]([O:33][CH3:34])=[O:32])[CH3:35]. The yield is 0.860. (3) The reactants are [Cl:1][C:2]1[CH:7]=[CH:6][C:5]([CH2:8][C:9](=[O:11])[CH3:10])=[CH:4][CH:3]=1.[CH3:12][N+](C)=C.[I-]. The catalyst is C(O)(=O)C. The product is [Cl:1][C:2]1[CH:3]=[CH:4][C:5]([C:8](=[CH2:12])[C:9](=[O:11])[CH3:10])=[CH:6][CH:7]=1. The yield is 0.430.